Dataset: Forward reaction prediction with 1.9M reactions from USPTO patents (1976-2016). Task: Predict the product of the given reaction. (1) Given the reactants Cl[C:2]1[N:7]=[C:6]([N:8]2[CH2:13][CH2:12][NH:11][CH2:10][CH2:9]2)[CH:5]=[N:4][CH:3]=1.[C:14]1([OH:20])[CH:19]=[CH:18][CH:17]=[CH:16][CH:15]=1.C([O-])([O-])=O.[K+].[K+], predict the reaction product. The product is: [O:20]([C:2]1[CH:3]=[N:4][CH:5]=[C:6]([N:8]2[CH2:13][CH2:12][NH:11][CH2:10][CH2:9]2)[N:7]=1)[C:14]1[CH:19]=[CH:18][CH:17]=[CH:16][CH:15]=1. (2) Given the reactants FC(F)(F)C(O)=O.[NH2:8][C@H:9]([C:19]1[C:24]([C:25]2[CH:26]=[CH:27][C:28]([F:34])=[C:29]([CH:33]=2)[C:30]([NH2:32])=[O:31])=[CH:23][CH:22]=[CH:21][N:20]=1)[CH2:10][C:11]1[CH:16]=[C:15]([F:17])[CH:14]=[C:13]([F:18])[CH:12]=1.[F:35][CH:36]([F:54])[C:37]1[C:45]2[CH2:44][CH2:43][CH2:42][C:41]([F:47])([F:46])[C:40]=2[N:39]([CH2:48][C:49](OCC)=[O:50])[N:38]=1, predict the reaction product. The product is: [F:54][CH:36]([F:35])[C:37]1[C:45]2[CH2:44][CH2:43][CH2:42][C:41]([F:47])([F:46])[C:40]=2[N:39]([CH2:48][C:49]([NH:8][C@H:9]([C:19]2[C:24]([C:25]3[CH:26]=[CH:27][C:28]([F:34])=[C:29]([CH:33]=3)[C:30]([NH2:32])=[O:31])=[CH:23][CH:22]=[CH:21][N:20]=2)[CH2:10][C:11]2[CH:12]=[C:13]([F:18])[CH:14]=[C:15]([F:17])[CH:16]=2)=[O:50])[N:38]=1. (3) The product is: [CH2:10]([O:18][C:1](=[O:3])[CH2:15][C@H:14]([OH:16])[CH2:13][O:12][CH3:11])[CH3:5]. Given the reactants [CH2:1]([OH:3])C.N[C:5]1[CH:10]=CN=CC=1.[CH3:11][O:12][CH2:13][C@H:14]1[O:16][CH2:15]1.[C]=[O:18], predict the reaction product. (4) Given the reactants Br[C:2]1[C:11]2[C:6](=[CH:7][CH:8]=[C:9]([O:12][CH3:13])[CH:10]=2)[C:5](=[O:14])[NH:4][CH:3]=1.[CH3:15][N:16]1[CH2:21][CH2:20][NH:19][CH2:18][CH2:17]1.CCN(C(C)C)C(C)C, predict the reaction product. The product is: [CH3:13][O:12][C:9]1[CH:10]=[C:11]2[C:6](=[CH:7][CH:8]=1)[C:5](=[O:14])[NH:4][CH:3]=[C:2]2[N:19]1[CH2:20][CH2:21][N:16]([CH3:15])[CH2:17][CH2:18]1.